From a dataset of Forward reaction prediction with 1.9M reactions from USPTO patents (1976-2016). Predict the product of the given reaction. (1) Given the reactants [Cl:1][C:2]1[C:7]([C:8]#[N:9])=[CH:6][C:5]([F:10])=[C:4]([Cl:11])[N:3]=1.S(=O)(=O)(O)[OH:13], predict the reaction product. The product is: [Cl:1][C:2]1[N:3]=[C:4]([Cl:11])[C:5]([F:10])=[CH:6][C:7]=1[C:8]([NH2:9])=[O:13]. (2) Given the reactants [F:1][C:2]1[CH:7]=[CH:6][C:5]([O:8][CH3:9])=[CH:4][C:3]=1[C:10]1[C:11]([C:17]([O:19]CC)=O)=[CH:12][C:13]([OH:16])=[CH:14][CH:15]=1.O.[NH2:23][NH2:24], predict the reaction product. The product is: [F:1][C:2]1[CH:7]=[CH:6][C:5]([O:8][CH3:9])=[CH:4][C:3]=1[C:10]1[C:11]([C:17]([NH:23][NH2:24])=[O:19])=[CH:12][C:13]([OH:16])=[CH:14][CH:15]=1. (3) Given the reactants [C:1]([C:3]1[CH:8]=[CH:7][C:6]([C:9]2[C:14]([C:15]#[N:16])=[C:13]([C:17]3[CH:22]=[CH:21][C:20]([OH:23])=[CH:19][C:18]=3[F:24])[N:12]=[C:11]3[NH:25][N:26]=[CH:27][C:10]=23)=[CH:5][CH:4]=1)#[N:2].[N-:28]=[N+:29]=[N-:30].[Na+].C([Sn](Cl)(CCCC)CCCC)CCC.Cl, predict the reaction product. The product is: [N:2]1[NH:28][N:29]=[N:30][C:1]=1[C:3]1[CH:4]=[CH:5][C:6]([C:9]2[C:14]([C:15]#[N:16])=[C:13]([C:17]3[CH:22]=[CH:21][C:20]([OH:23])=[CH:19][C:18]=3[F:24])[N:12]=[C:11]3[NH:25][N:26]=[CH:27][C:10]=23)=[CH:7][CH:8]=1. (4) Given the reactants ClC(Cl)(Cl)[C:3]([C:5]1[N:14]2[C:8]([CH2:9][N:10]([C:19]([C:21]3[CH:26]=[CH:25][C:24]([C:27]4[CH:32]=[CH:31][CH:30]=[CH:29][C:28]=4[CH3:33])=[C:23]([O:34][CH3:35])[CH:22]=3)=[O:20])[C:11]3[CH:18]=[CH:17][CH:16]=[CH:15][C:12]=3[CH2:13]2)=[CH:7][CH:6]=1)=[O:4].Cl.Cl.[NH2:40][CH2:41][C:42]1[CH:47]=[CH:46][C:45]([N:48]([CH3:50])[CH3:49])=[CH:44][CH:43]=1.C(N(CC)CC)C, predict the reaction product. The product is: [CH3:49][N:48]([CH3:50])[C:45]1[CH:46]=[CH:47][C:42]([CH2:41][NH:40][C:3]([C:5]2[N:14]3[C:8]([CH2:9][N:10]([C:19]([C:21]4[CH:26]=[CH:25][C:24]([C:27]5[CH:32]=[CH:31][CH:30]=[CH:29][C:28]=5[CH3:33])=[C:23]([O:34][CH3:35])[CH:22]=4)=[O:20])[C:11]4[CH:18]=[CH:17][CH:16]=[CH:15][C:12]=4[CH2:13]3)=[CH:7][CH:6]=2)=[O:4])=[CH:43][CH:44]=1. (5) The product is: [C:1]([O:5][C:6]([N:8]1[CH2:13][CH2:12][C:11]([NH2:26])([CH2:17][C:18]2[CH:23]=[CH:22][CH:21]=[CH:20][CH:19]=2)[CH2:10][CH2:9]1)=[O:7])([CH3:4])([CH3:3])[CH3:2]. Given the reactants [C:1]([O:5][C:6]([N:8]1[CH2:13][CH2:12][C:11]([CH2:17][C:18]2[CH:23]=[CH:22][CH:21]=[CH:20][CH:19]=2)(C(O)=O)[CH2:10][CH2:9]1)=[O:7])([CH3:4])([CH3:3])[CH3:2].CC[N:26](CC)CC.C1C=CC(P(N=[N+]=[N-])(C2C=CC=CC=2)=O)=CC=1, predict the reaction product. (6) Given the reactants [ClH:1].[CH3:2][O:3][C:4](=[O:29])[C@@H:5]([NH:21]C(OC(C)(C)C)=O)[CH2:6][C:7]1[CH:12]=[CH:11][C:10]([C:13]2[CH:18]=[CH:17][CH:16]=[CH:15][C:14]=2[O:19][CH3:20])=[CH:9][CH:8]=1, predict the reaction product. The product is: [ClH:1].[CH3:2][O:3][C:4](=[O:29])[C@@H:5]([NH2:21])[CH2:6][C:7]1[CH:12]=[CH:11][C:10]([C:13]2[CH:18]=[CH:17][CH:16]=[CH:15][C:14]=2[O:19][CH3:20])=[CH:9][CH:8]=1.